Predict which catalyst facilitates the given reaction. From a dataset of Catalyst prediction with 721,799 reactions and 888 catalyst types from USPTO. (1) Product: [CH3:19][N:18]([C:15]1[CH:14]=[N:13][C:12]([O:11][C:8]2[CH:9]=[C:10]3[C:5]([CH:4]=[C:3]([C:20]([N:22]4[CH2:23][CH2:24][N:25]([CH2:28][C:29]5[CH:34]=[CH:33][C:32]([O:35][CH2:36][C:37]([F:40])([F:39])[F:38])=[CH:31][CH:30]=5)[CH2:26][CH2:27]4)=[O:21])[N:2]3[CH3:1])=[CH:6][CH:7]=2)=[CH:17][CH:16]=1)[C:49]([C:51]1[CH:56]=[CH:55][C:54]([C:57]([F:59])([F:60])[F:58])=[CH:53][C:52]=1[O:61][C:62](=[O:64])[CH3:63])=[O:50]. The catalyst class is: 25. Reactant: [CH3:1][N:2]1[C:10]2[C:5](=[CH:6][CH:7]=[C:8]([O:11][C:12]3[CH:17]=[CH:16][C:15]([NH:18][CH3:19])=[CH:14][N:13]=3)[CH:9]=2)[CH:4]=[C:3]1[C:20]([N:22]1[CH2:27][CH2:26][N:25]([CH2:28][C:29]2[CH:34]=[CH:33][C:32]([O:35][CH2:36][C:37]([F:40])([F:39])[F:38])=[CH:31][CH:30]=2)[CH2:24][CH2:23]1)=[O:21].C(N(CC)CC)C.Cl[C:49]([C:51]1[CH:56]=[CH:55][C:54]([C:57]([F:60])([F:59])[F:58])=[CH:53][C:52]=1[O:61][C:62](=[O:64])[CH3:63])=[O:50].O. (2) Reactant: COC(=O)[NH:4][C:5]1[CH:10]=[CH:9][C:8]([F:11])=[C:7]([CH:12]([OH:23])[C:13]2[C:21]3[C:20]([OH:22])=[N:19][CH:18]=[N:17][C:16]=3[NH:15][CH:14]=2)[C:6]=1[F:24].CC(OI1(OC(C)=O)(OC(C)=O)OC(=O)C2C=CC=CC1=2)=O.C(=O)(O)[O-].[Na+].S([O-])([O-])(=O)=S.[Na+].[Na+]. Product: [NH2:4][C:5]1[C:6]([F:24])=[C:7]([C:12]([C:13]2[C:21]3[C:20]([OH:22])=[N:19][CH:18]=[N:17][C:16]=3[NH:15][CH:14]=2)=[O:23])[C:8]([F:11])=[CH:9][CH:10]=1. The catalyst class is: 54. (3) Reactant: CN(C)/[CH:3]=[CH:4]/[C:5]1[C:10]([C:11]([O:13][CH3:14])=[O:12])=[C:9]([NH:15][C:16]2[CH:17]=[C:18]([CH3:22])[CH:19]=[CH:20][CH:21]=2)[N:8]=[C:7]([S:23][CH3:24])[N:6]=1.Cl.C1C[O:30]CC1. Product: [CH3:24][S:23][C:7]1[N:6]=[C:5]([CH2:4][CH:3]=[O:30])[C:10]([C:11]([O:13][CH3:14])=[O:12])=[C:9]([NH:15][C:16]2[CH:17]=[C:18]([CH3:22])[CH:19]=[CH:20][CH:21]=2)[N:8]=1. The catalyst class is: 25. (4) Reactant: [CH2:1]1[C:9]2[C:4](=[CH:5][C:6]([C:10]3[N:14]([CH3:15])[N:13]=[C:12]([C:16](=O)[CH3:17])[C:11]=3[OH:19])=[CH:7][CH:8]=2)[CH2:3][CH2:2]1.[NH:20]([C:22]([C:24]1[S:28][C:27]([C:29]([NH:31][CH2:32][C:33]2[CH:38]=[CH:37][N:36]=[CH:35][CH:34]=2)=[O:30])=[CH:26][CH:25]=1)=[O:23])[NH2:21]. Product: [CH2:1]1[C:9]2[C:4](=[CH:5][C:6]([C:10]3[N:14]([CH3:15])[N:13]=[C:12]([C:16](=[N:21][NH:20][C:22]([C:24]4[S:28][C:27]([C:29]([NH:31][CH2:32][C:33]5[CH:34]=[CH:35][N:36]=[CH:37][CH:38]=5)=[O:30])=[CH:26][CH:25]=4)=[O:23])[CH3:17])[C:11]=3[OH:19])=[CH:7][CH:8]=2)[CH2:3][CH2:2]1. The catalyst class is: 16. (5) Reactant: [Cl:1][C:2]1[CH:3]=[CH:4][C:5]([NH2:8])=[N:6][CH:7]=1.[Cl:9][C:10]1[CH:11]=[C:12]([CH:15]=[CH:16][CH:17]=1)[CH:13]=O.O.C1(C)C=CC(S(O)(=O)=O)=CC=1.[N+:30]([CH:32]([CH3:34])[CH3:33])#[C-:31]. Product: [Cl:1][C:2]1[CH:3]=[CH:4][C:5]2[N:6]([C:31]([NH:30][CH:32]([CH3:34])[CH3:33])=[C:13]([C:12]3[CH:15]=[CH:16][CH:17]=[C:10]([Cl:9])[CH:11]=3)[N:8]=2)[CH:7]=1. The catalyst class is: 5. (6) Reactant: CCN(S(F)(F)[F:7])CC.[C:10]([O:14][C:15]([N:17]1[CH2:21][CH2:20][CH2:19][C@@H:18]1[C:22]([N:24]1[CH2:29][CH2:28][CH:27](O)[CH2:26][CH2:25]1)=[O:23])=[O:16])([CH3:13])([CH3:12])[CH3:11]. Product: [C:10]([O:14][C:15]([N:17]1[CH2:21][CH2:20][CH2:19][C@@H:18]1[C:22]([N:24]1[CH2:29][CH2:28][CH:27]([F:7])[CH2:26][CH2:25]1)=[O:23])=[O:16])([CH3:13])([CH3:12])[CH3:11]. The catalyst class is: 2.